From a dataset of Cav3 T-type calcium channel HTS with 100,875 compounds. Binary Classification. Given a drug SMILES string, predict its activity (active/inactive) in a high-throughput screening assay against a specified biological target. The molecule is S(CC(=O)/C(=c1\n(c2c([nH]1)cccc2)C)C#N)c1ccc(cc1)C. The result is 0 (inactive).